This data is from Full USPTO retrosynthesis dataset with 1.9M reactions from patents (1976-2016). The task is: Predict the reactants needed to synthesize the given product. (1) Given the product [O:30]=[S:25]1(=[O:29])[CH2:26][CH2:27][CH2:28][CH:22]([C:5]2[C:4]3[C:8](=[C:9]([C:11]([OH:13])=[O:12])[CH:10]=[C:2]([C:37]4[CH:42]=[CH:41][CH:40]=[CH:39][CH:38]=4)[CH:3]=3)[NH:7][CH:6]=2)[CH2:23][CH2:24]1, predict the reactants needed to synthesize it. The reactants are: Br[C:2]1[CH:3]=[C:4]2[C:8](=[C:9]([C:11]([O:13]C)=[O:12])[CH:10]=1)[N:7](C(OC(C)(C)C)=O)[CH:6]=[C:5]2[CH:22]1[CH2:28][CH2:27][CH2:26][S:25](=[O:30])(=[O:29])[CH2:24][CH2:23]1.C([O-])([O-])=O.[K+].[K+].[C:37]1(B(O)O)[CH:42]=[CH:41][CH:40]=[CH:39][CH:38]=1. (2) The reactants are: [C:1]([O:5][C:6]([NH:8][C:9]1([C@@H:12]2[CH2:16][CH2:15][N:14]([C@H](C3C=CC=CC=3)C)[CH2:13]2)[CH2:11][CH2:10]1)=[O:7])([CH3:4])([CH3:3])[CH3:2]. Given the product [C:1]([O:5][C:6]([NH:8][C:9]1([C@@H:12]2[CH2:16][CH2:15][NH:14][CH2:13]2)[CH2:10][CH2:11]1)=[O:7])([CH3:4])([CH3:2])[CH3:3], predict the reactants needed to synthesize it. (3) Given the product [OH:34][C@@H:33]1[C@H:32]([OH:35])[C@@H:31]([CH2:36][OH:37])[O:30][C@H:29]1[N:26]1[CH:25]=[N:24][C:23]2[C:27]1=[N:28][C:20]([CH2:19][NH:18][C:8]([NH:7][CH2:6][CH2:5][N:4]([CH:15]([CH3:17])[CH3:16])[CH:1]([CH3:2])[CH3:3])=[O:9])=[N:21][C:22]=2[NH:38][CH2:39][CH:40]([C:47]1[CH:52]=[CH:51][CH:50]=[CH:49][CH:48]=1)[C:41]1[CH:42]=[CH:43][CH:44]=[CH:45][CH:46]=1, predict the reactants needed to synthesize it. The reactants are: [CH:1]([N:4]([CH:15]([CH3:17])[CH3:16])[CH2:5][CH2:6][NH:7][C:8](N1C=CN=C1)=[O:9])([CH3:3])[CH3:2].[NH2:18][CH2:19][C:20]1[N:28]=[C:27]2[C:23]([N:24]=[CH:25][N:26]2[C@H:29]2[C@H:33]([OH:34])[C@H:32]([OH:35])[C@@H:31]([CH2:36][OH:37])[O:30]2)=[C:22]([NH:38][CH2:39][CH:40]([C:47]2[CH:52]=[CH:51][CH:50]=[CH:49][CH:48]=2)[C:41]2[CH:46]=[CH:45][CH:44]=[CH:43][CH:42]=2)[N:21]=1.C1(C)C=CC=CC=1.C(O)(C)C. (4) Given the product [C:1]([O:5][C:6]([NH:8][C:9]12[CH2:17][NH:16][CH2:15][C:14]31[CH:12]([CH2:13]3)[CH2:11][CH2:10]2)=[O:7])([CH3:4])([CH3:2])[CH3:3], predict the reactants needed to synthesize it. The reactants are: [C:1]([O:5][C:6]([NH:8][C:9]12[CH2:17][N:16](C(OCC3C=CC=CC=3)=O)[CH2:15][C:14]31[CH:12]([CH2:13]3)[CH2:11][CH2:10]2)=[O:7])([CH3:4])([CH3:3])[CH3:2].[H][H]. (5) Given the product [CH2:22]([N:24]([CH2:28][CH3:29])[C:25](=[O:26])[O:19][CH2:18][C:10]1[N:11]=[C:12]2[CH:17]=[CH:16][CH:15]=[CH:14][N:13]2[C:9]=1[C:8]#[C:7][C:1]1[CH:2]=[CH:3][CH:4]=[CH:5][CH:6]=1)[CH3:23], predict the reactants needed to synthesize it. The reactants are: [C:1]1([C:7]#[C:8][C:9]2[N:13]3[CH:14]=[CH:15][CH:16]=[CH:17][C:12]3=[N:11][C:10]=2[CH2:18][OH:19])[CH:6]=[CH:5][CH:4]=[CH:3][CH:2]=1.[H-].[Na+].[CH2:22]([N:24]([CH2:28][CH3:29])[C:25](Cl)=[O:26])[CH3:23]. (6) Given the product [Cl:1][C:2]1[CH:7]=[CH:6][CH:5]=[C:4]([F:8])[C:3]=1[CH:9]1[C:15](=[O:17])[NH:21][C:19]([S:20][CH3:24])=[N:18][C:10]1=[O:11], predict the reactants needed to synthesize it. The reactants are: [Cl:1][C:2]1[CH:7]=[CH:6][CH:5]=[C:4]([F:8])[C:3]=1[CH:9]([C:15]([O-:17])=O)[C:10](OCC)=[O:11].[NH2:18][C:19]([NH2:21])=[S:20].[OH-].[Na+].[CH3:24]I.Cl. (7) Given the product [F:22][C:23]1[CH:24]=[C:25]([NH:26][C:4]([C:6]2[NH:7][C:8]3[C:13]([CH:14]=2)=[CH:12][C:11]([CH:15]2[CH2:20][CH2:19][CH2:18][N:17]([CH3:21])[CH2:16]2)=[CH:10][CH:9]=3)=[O:5])[CH:27]=[C:28]([F:30])[CH:29]=1, predict the reactants needed to synthesize it. The reactants are: C(O[C:4]([C:6]1[NH:7][C:8]2[C:13]([CH:14]=1)=[CH:12][C:11]([CH:15]1[CH2:20][CH2:19][CH2:18][N:17]([CH3:21])[CH2:16]1)=[CH:10][CH:9]=2)=[O:5])C.[F:22][C:23]1[CH:24]=[C:25]([CH:27]=[C:28]([F:30])[CH:29]=1)[NH2:26].